Dataset: Catalyst prediction with 721,799 reactions and 888 catalyst types from USPTO. Task: Predict which catalyst facilitates the given reaction. (1) Reactant: [CH2:1]([C:3]1[N:4]=[C:5]([C@@H:8]([NH:19][C:20](=[O:37])[C@@H:21]([NH:29][C:30](=[O:36])[O:31][CH2:32]CCC)[CH2:22][C:23]2[CH:28]=[CH:27][CH:26]=[CH:25][CH:24]=2)[CH2:9][C:10]2[CH:15]=[CH:14][C:13]([N+:16]([O-:18])=[O:17])=[CH:12][CH:11]=2)[S:6][CH:7]=1)[CH3:2].ClC(OC)=O.O. Product: [CH3:32][O:31][C:30](=[O:36])[NH:29][C@@H:21]([CH2:22][C:23]1[CH:28]=[CH:27][CH:26]=[CH:25][CH:24]=1)[C:20]([NH:19][C@H:8]([C:5]1[S:6][CH:7]=[C:3]([CH2:1][CH3:2])[N:4]=1)[CH2:9][C:10]1[CH:11]=[CH:12][C:13]([N+:16]([O-:18])=[O:17])=[CH:14][CH:15]=1)=[O:37]. The catalyst class is: 89. (2) Reactant: [N:1]12[CH2:8][CH2:7][CH:4]([CH2:5][CH2:6]1)[CH:3]([OH:9])[CH2:2]2.[H-].[Na+].[Br:12][C:13]1[CH:18]=[CH:17][CH:16]=[CH:15][C:14]=1[N:19]=[C:20]=[O:21]. Product: [Br:12][C:13]1[CH:18]=[CH:17][CH:16]=[CH:15][C:14]=1[NH:19][C:20](=[O:21])[O:9][CH:3]1[CH:4]2[CH2:7][CH2:8][N:1]([CH2:6][CH2:5]2)[CH2:2]1. The catalyst class is: 1. (3) Reactant: [CH2:1]([C:20]1[CH:25]=[CH:24][N:23]=[CH:22][CH:21]=1)[CH2:2][CH2:3][CH2:4][CH2:5][CH2:6][CH2:7][CH2:8][CH2:9][CH2:10][CH2:11][CH2:12][CH2:13][CH2:14][CH2:15][CH2:16][CH2:17][CH2:18][CH3:19].[NH2-].[Na+].C[N:29](C)C1C=CC=CC=1. Product: [NH2:29][C:24]1[CH:25]=[C:20]([CH2:1][CH2:2][CH2:3][CH2:4][CH2:5][CH2:6][CH2:7][CH2:8][CH2:9][CH2:10][CH2:11][CH2:12][CH2:13][CH2:14][CH2:15][CH2:16][CH2:17][CH2:18][CH3:19])[CH:21]=[CH:22][N:23]=1. The catalyst class is: 6. (4) Reactant: [CH3:1][NH:2][C:3]1[C:8]([CH:9]=O)=[CH:7][N:6]=[C:5]2[CH:11]=[CH:12][S:13][C:4]=12.[CH3:14][O:15][C:16]1[CH:17]=[C:18]([CH:20]=[C:21]([O:23][CH3:24])[CH:22]=1)[NH2:19].C(O)(=O)C.C([BH3-])#N.[Na+]. Product: [CH3:24][O:23][C:21]1[CH:20]=[C:18]([NH:19][CH2:9][C:8]2[C:3]([NH:2][CH3:1])=[C:4]3[S:13][CH:12]=[CH:11][C:5]3=[N:6][CH:7]=2)[CH:17]=[C:16]([O:15][CH3:14])[CH:22]=1. The catalyst class is: 357. (5) Reactant: [CH3:1][S:2]([Cl:5])(=[O:4])=[O:3].[Cl:6][C:7]1[CH:8]=[C:9]([CH:12]=[C:13]([O:15][C:16]2[C:17]([CH3:28])=[N:18][NH:19][C:20]=2[CH2:21][N:22]2[CH2:27][CH2:26][NH:25][CH2:24][CH2:23]2)[CH:14]=1)[C:10]#[N:11].C(N(CC)CC)C. Product: [Cl:5][CH2:7][Cl:6].[CH3:13][OH:15].[NH3:11].[Cl:6][C:7]1[CH:8]=[C:9]([CH:12]=[C:13]([O:15][C:16]2[C:17]([CH3:28])=[N:18][NH:19][C:20]=2[CH2:21][N:22]2[CH2:23][CH2:24][N:25]([S:2]([CH3:1])(=[O:4])=[O:3])[CH2:26][CH2:27]2)[CH:14]=1)[C:10]#[N:11]. The catalyst class is: 4. (6) Reactant: C(OC([N:8]1[CH2:13][CH2:12][N:11]([C:14]2[C:19]3=[N:20][C:21]([C:33](=[O:43])[NH:34][CH2:35][C:36]4[CH:41]=[CH:40][C:39]([F:42])=[CH:38][CH:37]=4)=[C:22]([O:25]CC4C=CC=CC=4)[C:23](=[O:24])[N:18]3[CH:17]=[C:16]([N:44]3[CH2:48][CH2:47][CH2:46][CH2:45]3)[CH:15]=2)[C:10](=[O:49])[CH2:9]1)=O)(C)(C)C.FC1C=CC(CN)=CC=1. Product: [F:42][C:39]1[CH:38]=[CH:37][C:36]([CH2:35][NH:34][C:33]([C:21]2[N:20]=[C:19]3[C:14]([N:11]4[CH2:12][CH2:13][NH:8][CH2:9][C:10]4=[O:49])=[CH:15][C:16]([N:44]4[CH2:45][CH2:46][CH2:47][CH2:48]4)=[CH:17][N:18]3[C:23](=[O:24])[C:22]=2[OH:25])=[O:43])=[CH:41][CH:40]=1. The catalyst class is: 67.